From a dataset of TCR-epitope binding with 47,182 pairs between 192 epitopes and 23,139 TCRs. Binary Classification. Given a T-cell receptor sequence (or CDR3 region) and an epitope sequence, predict whether binding occurs between them. (1) Result: 1 (the TCR binds to the epitope). The TCR CDR3 sequence is CASTPSWGGYTF. The epitope is GLIYNRMGAVTTEV. (2) The epitope is RAKFKQLL. The TCR CDR3 sequence is CASSQDASGPYNEQFF. Result: 1 (the TCR binds to the epitope). (3) The epitope is QYDPVAALF. The TCR CDR3 sequence is CAISDPGHRFGEAFF. Result: 1 (the TCR binds to the epitope). (4) The epitope is RLRAEAQVK. The TCR CDR3 sequence is CASSIDDGTLINQPQHF. Result: 1 (the TCR binds to the epitope). (5) The epitope is RIFTIGTVTLK. The TCR CDR3 sequence is CASSQESGSYSNQPQHF. Result: 1 (the TCR binds to the epitope). (6) The epitope is IIKDYGKQM. The TCR CDR3 sequence is CSVEGMREYGYTF. Result: 1 (the TCR binds to the epitope). (7) The epitope is LLQTGIHVRVSQPSL. The TCR CDR3 sequence is CASSRFSGRAADEQFF. Result: 1 (the TCR binds to the epitope). (8) Result: 1 (the TCR binds to the epitope). The TCR CDR3 sequence is CASSGQPSRGSGNTIYF. The epitope is FPPTSFGPL. (9) The epitope is ALSKGVHFV. The TCR CDR3 sequence is CASSQDTAGVSYEQYF. Result: 0 (the TCR does not bind to the epitope).